Dataset: Reaction yield outcomes from USPTO patents with 853,638 reactions. Task: Predict the reaction yield, written as a fraction of the theoretical maximum amount of product (1.0 means a 100% yield; for example, 0.34 means a 34% yield). (1) The reactants are [CH2:1]([O:3][C:4]([C:6]1[CH:10]=[C:9]([O:11]CC2C=CC(OC)=CC=2)[N:8]([CH2:21][C:22](=[O:38])[NH:23][C@H:24]2[CH2:29][CH2:28][CH2:27][CH2:26][C@@H:25]2[O:30][CH2:31][C:32]2[CH:37]=[CH:36][CH:35]=[CH:34][CH:33]=2)[N:7]=1)=[O:5])[CH3:2].FC(F)(F)C(O)=O. The catalyst is O. The product is [CH2:1]([O:3][C:4]([C:6]1[CH:10]=[C:9]([OH:11])[N:8]([CH2:21][C:22](=[O:38])[NH:23][C@H:24]2[CH2:29][CH2:28][CH2:27][CH2:26][C@@H:25]2[O:30][CH2:31][C:32]2[CH:37]=[CH:36][CH:35]=[CH:34][CH:33]=2)[N:7]=1)=[O:5])[CH3:2]. The yield is 0.860. (2) The reactants are CS(OC[CH2:7][CH2:8][C@@:9]1([C:25]2[CH:30]=[CH:29][CH:28]=[CH:27][CH:26]=2)[O:14][C:13](=[O:15])[N:12]([C@H:16]([C:18]2[CH:23]=[CH:22][C:21]([Br:24])=[CH:20][CH:19]=2)[CH3:17])[CH2:11][CH2:10]1)(=O)=O.[H-].[Na+].[CH3:33][NH:34][C:35](=[O:37])[CH3:36].[CH2:38](Cl)Cl. No catalyst specified. The product is [Br:24][C:21]1[CH:20]=[CH:19][C:18]([C@@H:16]([N:12]2[CH2:11][CH2:10][C@:9]([CH2:8][CH2:7][CH2:33][N:34]([CH3:38])[C:35](=[O:37])[CH3:36])([C:25]3[CH:26]=[CH:27][CH:28]=[CH:29][CH:30]=3)[O:14][C:13]2=[O:15])[CH3:17])=[CH:23][CH:22]=1. The yield is 0.680. (3) The reactants are Cl.[NH2:2][OH:3].C[O-].[Na+].CO.C[O:10][C:11](=O)[CH:12]([C:16](=[O:39])[NH:17][C:18]1[CH:23]=[CH:22][C:21]([C:24]#[C:25][C:26]2[CH:31]=[CH:30][C:29]([CH2:32][N:33]3[CH2:38][CH2:37][O:36][CH2:35][CH2:34]3)=[CH:28][CH:27]=2)=[CH:20][CH:19]=1)[CH:13]([CH3:15])[CH3:14].Cl. The catalyst is CO.C1COCC1.CO. The product is [OH:3][NH:2][C:11](=[O:10])[CH:12]([CH:13]([CH3:15])[CH3:14])[C:16]([NH:17][C:18]1[CH:19]=[CH:20][C:21]([C:24]#[C:25][C:26]2[CH:31]=[CH:30][C:29]([CH2:32][N:33]3[CH2:38][CH2:37][O:36][CH2:35][CH2:34]3)=[CH:28][CH:27]=2)=[CH:22][CH:23]=1)=[O:39]. The yield is 0.0940. (4) The product is [Cl:1][C:2]1[CH:7]=[C:6](/[C:8](=[N:26]/[NH:25][C:23](=[O:24])[C:22]2[CH:27]=[CH:28][CH:29]=[C:20]([S:17]([N:14]3[CH2:15][CH2:16][O:11][CH2:12][CH2:13]3)(=[O:18])=[O:19])[CH:21]=2)/[CH3:9])[CH:5]=[CH:4][N:3]=1. The yield is 0.600. The catalyst is CO.C(O)(=O)C. The reactants are [Cl:1][C:2]1[CH:7]=[C:6]([C:8](=O)[CH3:9])[CH:5]=[CH:4][N:3]=1.[O:11]1[CH2:16][CH2:15][N:14]([S:17]([C:20]2[CH:21]=[C:22]([CH:27]=[CH:28][CH:29]=2)[C:23]([NH:25][NH2:26])=[O:24])(=[O:19])=[O:18])[CH2:13][CH2:12]1.